From a dataset of Catalyst prediction with 721,799 reactions and 888 catalyst types from USPTO. Predict which catalyst facilitates the given reaction. (1) Reactant: C1N=CN([C:6](N2C=NC=C2)=[O:7])C=1.[CH3:13][NH:14][C:15]1[C:16]([NH2:21])=[N:17][CH:18]=[CH:19][CH:20]=1.[Cl-].[Cl-].[Ca+2]. Product: [CH3:13][N:14]1[C:15]2[C:16](=[N:17][CH:18]=[CH:19][CH:20]=2)[NH:21][C:6]1=[O:7]. The catalyst class is: 1. (2) Reactant: Br[C:2]1[CH:3]=[CH:4][C:5]([CH2:16][CH3:17])=[C:6]([CH:8]2[C:13](=[O:14])[CH2:12][CH2:11][CH2:10][C:9]2=[O:15])[CH:7]=1.[I-:18].[Na+].C[Si](C)(C)N[Si](C)(C)C.CN(C)[C@@H]1CCCC[C@H]1N. Product: [CH2:16]([C:5]1[CH:4]=[CH:3][C:2]([I:18])=[CH:7][C:6]=1[CH:8]1[C:13](=[O:14])[CH2:12][CH2:11][CH2:10][C:9]1=[O:15])[CH3:17]. The catalyst class is: 321. (3) Reactant: Cl.[F:2][C:3]1[CH:4]=[C:5]([N:13]2[CH2:18][CH2:17][O:16][CH2:15][CH2:14]2)[CH:6]=[C:7]([F:12])[C:8]=1[N+:9]([O-])=O. Product: [F:12][C:7]1[CH:6]=[C:5]([N:13]2[CH2:14][CH2:15][O:16][CH2:17][CH2:18]2)[CH:4]=[C:3]([F:2])[C:8]=1[NH2:9]. The catalyst class is: 772. (4) Reactant: [Cl:1][C:2]1[C:10]2[N:9]=[C:8]3[N:11]([C:16]4[N:21]=[CH:20][C:19]([C:22]#[N:23])=[CH:18][C:17]=4[CH3:24])[CH2:12][CH2:13][CH2:14][CH2:15][N:7]3[C:6]=2[C:5]([CH:25]([CH2:28][CH3:29])[CH2:26][CH3:27])=[CH:4][CH:3]=1.[OH-:30].[K+].O. Product: [Cl:1][C:2]1[C:10]2[N:9]=[C:8]3[N:11]([C:16]4[N:21]=[CH:20][C:19]([C:22]([NH2:23])=[O:30])=[CH:18][C:17]=4[CH3:24])[CH2:12][CH2:13][CH2:14][CH2:15][N:7]3[C:6]=2[C:5]([CH:25]([CH2:28][CH3:29])[CH2:26][CH3:27])=[CH:4][CH:3]=1. The catalyst class is: 107. (5) Reactant: [Br:1][C:2]1[CH:7]=[C:6]([O:8][Si:9]([C:12]([CH3:15])([CH3:14])[CH3:13])([CH3:11])[CH3:10])[CH:5]=[CH:4][C:3]=1[OH:16].C(=O)([O-])[O-].[Cs+].[Cs+].Br[CH2:24][C:25]([O:27][CH3:28])=[O:26]. Product: [CH3:28][O:27][C:25](=[O:26])[CH2:24][O:16][C:3]1[CH:4]=[CH:5][C:6]([O:8][Si:9]([C:12]([CH3:13])([CH3:15])[CH3:14])([CH3:10])[CH3:11])=[CH:7][C:2]=1[Br:1]. The catalyst class is: 10. (6) Reactant: [F:1][C:2]1[C:11]([NH:12][CH2:13][C:14]2[CH:19]=[CH:18][C:17]([O:20][CH3:21])=[CH:16][CH:15]=2)=[N:10][CH:9]=[CH:8][C:3]=1[C:4]([NH:6][CH3:7])=O.B.CSC. Product: [F:1][C:2]1[C:11]([NH:12][CH2:13][C:14]2[CH:15]=[CH:16][C:17]([O:20][CH3:21])=[CH:18][CH:19]=2)=[N:10][CH:9]=[CH:8][C:3]=1[CH2:4][NH:6][CH3:7]. The catalyst class is: 1. (7) Reactant: [Cl:1][C:2]1[CH:39]=[CH:38][C:5]([C:6]([NH:8][C:9]2[N:13]([CH:14]3[CH2:19][CH2:18][NH:17][CH2:16][CH2:15]3)[C:12]3[CH:20]=[CH:21][C:22]([CH2:24][N:25]([C@H:32]([C:34]([CH3:37])([CH3:36])[CH3:35])[CH3:33])[C:26](=[O:31])[C:27]([F:30])([F:29])[F:28])=[CH:23][C:11]=3[N:10]=2)=[O:7])=[CH:4][CH:3]=1.[C:40](Cl)(=[O:43])[CH:41]=[CH2:42].C1CCN2C(=NCCC2)CC1. Product: [C:40]([N:17]1[CH2:18][CH2:19][CH:14]([N:13]2[C:12]3[CH:20]=[CH:21][C:22]([CH2:24][N:25]([C@H:32]([C:34]([CH3:35])([CH3:37])[CH3:36])[CH3:33])[C:26](=[O:31])[C:27]([F:28])([F:30])[F:29])=[CH:23][C:11]=3[N:10]=[C:9]2[NH:8][C:6](=[O:7])[C:5]2[CH:4]=[CH:3][C:2]([Cl:1])=[CH:39][CH:38]=2)[CH2:15][CH2:16]1)(=[O:43])[CH:41]=[CH2:42]. The catalyst class is: 1. (8) The catalyst class is: 1. Product: [C:1]([O:4][C:5]1[CH:10]=[CH:9][CH:8]=[C:7]([C:11](=[O:12])[NH:28][C:25]2[S:26][CH:27]=[C:23]([S:22][CH3:21])[N:24]=2)[CH:6]=1)(=[O:3])[CH3:2]. Reactant: [C:1]([O:4][C:5]1[CH:10]=[CH:9][CH:8]=[C:7]([C:11](Cl)=[O:12])[CH:6]=1)(=[O:3])[CH3:2].C(N(CC)CC)C.[CH3:21][S:22][C:23]1[N:24]=[C:25]([NH2:28])[S:26][CH:27]=1. (9) Reactant: [O:1]=[CH:2][CH:3]=[C:4]1[O:10][CH:9]2[N:6]([C:7](=[O:11])[CH2:8]2)[CH2:5]1.O=CC=C1OC2N(C(=O)C2)C1C(OCC1C=CC=CC=1)=O. Product: [O:1]=[CH:2]/[CH:3]=[C:4]1\[CH2:5][N:6]2[CH:9]([O:10]\1)[CH2:8][C:7]2=[O:11]. The catalyst class is: 7.